The task is: Binary Classification. Given a T-cell receptor sequence (or CDR3 region) and an epitope sequence, predict whether binding occurs between them.. This data is from TCR-epitope binding with 47,182 pairs between 192 epitopes and 23,139 TCRs. The epitope is VSFIEFVGW. The TCR CDR3 sequence is CASTLAYLSEVGYNEQFF. Result: 0 (the TCR does not bind to the epitope).